From a dataset of Full USPTO retrosynthesis dataset with 1.9M reactions from patents (1976-2016). Predict the reactants needed to synthesize the given product. (1) Given the product [O:1]1[C:10]2[C:5](=[N:6][CH:7]=[CH:8][CH:9]=2)[O:4][C@@H:3]([C:11]2[CH:18]=[CH:17][C:14]([CH2:15][N:6]3[CH2:7][CH2:8][CH:19]([C:20]([OH:22])=[O:21])[CH2:10][CH2:5]3)=[CH:13][CH:12]=2)[CH2:2]1, predict the reactants needed to synthesize it. The reactants are: [O:1]1[C:10]2[C:5](=[N:6][CH:7]=[CH:8][CH:9]=2)[O:4][C@@H:3]([C:11]2[CH:18]=[CH:17][C:14]([CH:15]=O)=[CH:13][CH:12]=2)[CH2:2]1.[CH3:19][CH2:20][OH:21].[OH2:22]. (2) Given the product [Br:16][C:17]1[CH:18]=[CH:19][C:20]([C@@H:23]2[CH2:25][C@H:24]2[NH:26][CH:2]2[CH2:7][CH2:6][CH:5]([NH:8][C:9](=[O:15])[O:10][C:11]([CH3:14])([CH3:13])[CH3:12])[CH2:4][CH2:3]2)=[CH:21][CH:22]=1, predict the reactants needed to synthesize it. The reactants are: O=[C:2]1[CH2:7][CH2:6][CH:5]([NH:8][C:9](=[O:15])[O:10][C:11]([CH3:14])([CH3:13])[CH3:12])[CH2:4][CH2:3]1.[Br:16][C:17]1[CH:22]=[CH:21][C:20]([C@@H:23]2[CH2:25][C@H:24]2[NH2:26])=[CH:19][CH:18]=1.CC(O)=O.C(O[BH-](OC(=O)C)OC(=O)C)(=O)C.[Na+].C([O-])(O)=O.[Na+]. (3) The reactants are: [NH2:1][C:2]1[N:7]=[CH:6][C:5]([CH:8]([CH2:12][CH2:13][OH:14])[CH2:9][CH2:10]O)=[CH:4][CH:3]=1.C1(C)C=CC=CC=1.OS(O)(=O)=O. Given the product [O:14]1[CH2:10][CH2:9][CH:8]([C:5]2[CH:4]=[CH:3][C:2]([NH2:1])=[N:7][CH:6]=2)[CH2:12][CH2:13]1, predict the reactants needed to synthesize it. (4) Given the product [ClH:10].[NH:4]([C:11]([C:13]1[C:21]2[C:16](=[CH:17][CH:18]=[CH:19][CH:20]=2)[N:15]([C:22]2[N:23]=[CH:24][C:25]3[C:30]([CH:31]=2)=[CH:29][CH:28]=[CH:27][CH:26]=3)[CH:14]=1)=[O:12])[C:3]([NH2:5])=[NH:2], predict the reactants needed to synthesize it. The reactants are: Cl.[NH2:2][C:3]([NH2:5])=[NH:4].C[O-].[Na+].Cl.[Cl:10][C:11]([C:13]1[C:21]2[C:16](=[CH:17][CH:18]=[CH:19][CH:20]=2)[N:15]([C:22]2[N:23]=[CH:24][C:25]3[C:30]([CH:31]=2)=[CH:29][CH:28]=[CH:27][CH:26]=3)[CH:14]=1)=[O:12]. (5) Given the product [C:52]([O:56][CH2:57][CH2:58][O:59][C:50](=[O:51])[NH:49][C:46]1[CH:47]=[CH:48][C:43]([S:42][CH3:41])=[CH:44][CH:45]=1)(=[O:55])[CH:53]=[CH2:54], predict the reactants needed to synthesize it. The reactants are: C(C1C=C(C)C=C(C(C)(C)C)C=1O)(C)(C)C.CN(CCCN1CN(CCCN(C)C)CN(CCCN(C)C)C1)C.[CH3:41][S:42][C:43]1[CH:48]=[CH:47][C:46]([N:49]=[C:50]=[O:51])=[CH:45][CH:44]=1.[C:52]([O:56][CH2:57][CH2:58][OH:59])(=[O:55])[CH:53]=[CH2:54].[N-]=C=O. (6) Given the product [Cl:1][C:2]1[C:3]([C:9]2[CH:14]=[CH:13][CH:12]=[C:11]([NH:15][CH2:16][C:17]3[CH:22]=[CH:21][CH:20]=[C:19]([F:23])[CH:18]=3)[N:10]=2)=[CH:4][C:5]([NH:24][C@@H:25]2[CH2:29][CH2:28][C@H:27]([OH:30])[CH2:26]2)=[N:6][CH:7]=1, predict the reactants needed to synthesize it. The reactants are: [Cl:1][C:2]1[C:3]([C:9]2[CH:14]=[CH:13][CH:12]=[C:11]([NH:15][CH2:16][C:17]3[CH:22]=[CH:21][CH:20]=[C:19]([F:23])[CH:18]=3)[N:10]=2)=[CH:4][C:5](F)=[N:6][CH:7]=1.[NH2:24][C@@H:25]1[CH2:29][CH2:28][C@H:27]([OH:30])[CH2:26]1.C(N(CC)CC)C.